Dataset: Full USPTO retrosynthesis dataset with 1.9M reactions from patents (1976-2016). Task: Predict the reactants needed to synthesize the given product. Given the product [CH:17]1([C:7]2[N:8]([CH2:12][C:13]3[N:16]=[C:32]([C:28]4[CH:27]=[C:26]([C:25]([F:35])([F:24])[F:36])[CH:31]=[CH:30][N:29]=4)[O:15][N:14]=3)[C:9]3[C:5]([CH:6]=2)=[C:4]([C:20]([F:22])([F:23])[F:21])[C:3]([C:1]#[N:2])=[CH:11][CH:10]=3)[CH2:19][CH2:18]1, predict the reactants needed to synthesize it. The reactants are: [C:1]([C:3]1[C:4]([C:20]([F:23])([F:22])[F:21])=[C:5]2[C:9](=[CH:10][CH:11]=1)[N:8]([CH2:12][C:13](=[NH:16])[NH:14][OH:15])[C:7]([CH:17]1[CH2:19][CH2:18]1)=[CH:6]2)#[N:2].[F:24][C:25]([F:36])([F:35])[C:26]1[CH:31]=[CH:30][N:29]=[C:28]([C:32](O)=O)[CH:27]=1.